From a dataset of Full USPTO retrosynthesis dataset with 1.9M reactions from patents (1976-2016). Predict the reactants needed to synthesize the given product. (1) Given the product [C:1]([C:5]1[CH:10]=[CH:9][C:8]([C:11]2[N:15]([C:42](=[O:44])[CH3:43])[C@@:14]([C:17]3[CH:22]=[CH:21][C:20]([Cl:23])=[CH:19][CH:18]=3)([CH3:16])[C@@:13]([C:25]3[CH:26]=[CH:27][C:28]([Cl:31])=[CH:29][CH:30]=3)([CH3:24])[N:12]=2)=[C:7]([O:32][CH2:33][CH3:34])[CH:6]=1)([CH3:2])([CH3:3])[CH3:4], predict the reactants needed to synthesize it. The reactants are: [C:1]([C:5]1[CH:10]=[CH:9][C:8]([C:11]2[NH:12][C:13]([C:25]3[CH:30]=[CH:29][C:28]([Cl:31])=[CH:27][CH:26]=3)([CH3:24])[C:14]([C:17]3[CH:22]=[CH:21][C:20]([Cl:23])=[CH:19][CH:18]=3)([CH3:16])[N:15]=2)=[C:7]([O:32][CH2:33][CH3:34])[CH:6]=1)([CH3:4])([CH3:3])[CH3:2].C(N(CC)CC)C.[C:42](Cl)(=[O:44])[CH3:43]. (2) The reactants are: [NH:1]1[C:9]2[C:4](=[CH:5][CH:6]=[C:7]([C:10]([OH:12])=[O:11])[CH:8]=2)[CH:3]=[CH:2]1.[Cl-].[CH:14](=[N+:21]([CH3:23])[CH3:22])[C:15]1[CH:20]=[CH:19][CH:18]=[CH:17][CH:16]=1. Given the product [CH3:22][N:21]([CH:14]([C:15]1[CH:20]=[CH:19][CH:18]=[CH:17][CH:16]=1)[C:3]1[C:4]2[C:9](=[CH:8][C:7]([C:10]([OH:12])=[O:11])=[CH:6][CH:5]=2)[NH:1][CH:2]=1)[CH3:23], predict the reactants needed to synthesize it. (3) Given the product [NH:12]1[C:13]2[C:18](=[CH:17][CH:16]=[CH:15][CH:14]=2)[CH:19]=[C:11]1[C:10]1[N:9]=[C:8]([CH:20]2[CH2:25][CH2:24][NH:23][CH2:22][CH2:21]2)[N:4]2[CH:5]=[CH:6][N:7]=[C:2]([NH2:1])[C:3]=12, predict the reactants needed to synthesize it. The reactants are: [NH2:1][C:2]1[C:3]2[N:4]([C:8]([CH:20]3[CH2:25][CH2:24][N:23](C(OCC4C=CC=CC=4)=O)[CH2:22][CH2:21]3)=[N:9][C:10]=2[C:11]2[NH:12][C:13]3[C:18]([CH:19]=2)=[CH:17][CH:16]=[CH:15][CH:14]=3)[CH:5]=[CH:6][N:7]=1. (4) The reactants are: O.[F:2][C:3]1[C:8]([F:9])=[CH:7][CH:6]=[CH:5][C:4]=1C1C=C2C(=CC=1)NN=C2C(NCC1CCN(CC2OC=C(C(O)=O)N=2)CC1)=O.Br[C:39]1[CH:40]=[C:41]2[C:45](=[CH:46][CH:47]=1)[NH:44][N:43]=[C:42]2[C:48]([NH:50][CH2:51][CH:52]1[CH2:57][CH2:56][N:55]([CH2:58][C:59]2[O:63][C:62]([C:64]([O:66]CC)=[O:65])=[CH:61][CH:60]=2)[CH2:54][CH2:53]1)=[O:49].FC1C(F)=CC=CC=1B(O)O. Given the product [F:2][C:3]1[C:8]([F:9])=[CH:7][CH:6]=[CH:5][C:4]=1[C:39]1[CH:40]=[C:41]2[C:45](=[CH:46][CH:47]=1)[NH:44][N:43]=[C:42]2[C:48]([NH:50][CH2:51][CH:52]1[CH2:53][CH2:54][N:55]([CH2:58][C:59]2[O:63][C:62]([C:64]([OH:66])=[O:65])=[CH:61][CH:60]=2)[CH2:56][CH2:57]1)=[O:49], predict the reactants needed to synthesize it.